Dataset: Reaction yield outcomes from USPTO patents with 853,638 reactions. Task: Predict the reaction yield, written as a fraction of the theoretical maximum amount of product (1.0 means a 100% yield; for example, 0.34 means a 34% yield). (1) The catalyst is CN(C=O)C.[Cl-].C([N+](CCCC)(CCCC)CCCC)CCC.C([O-])(=O)C.[Pd+2].C([O-])(=O)C. The yield is 0.520. The product is [CH3:1][O:2][C:3]([C:4]1[CH:9]=[CH:8][C:7]2[O:10][CH2:11][C:12]([CH2:14][C:23]3[CH:28]=[CH:27][CH:26]=[CH:25][CH:24]=3)([CH3:13])[C:6]=2[CH:5]=1)=[O:16]. The reactants are [CH3:1][O:2][C:3](=[O:16])[C:4]1[CH:9]=[CH:8][C:7]([O:10][CH2:11][C:12]([CH3:14])=[CH2:13])=[C:6](I)[CH:5]=1.C(=O)([O-])[O-].[K+].[K+].[C:23]1(B(O)O)[CH:28]=[CH:27][CH:26]=[CH:25][CH:24]=1. (2) The reactants are C[O:2][C:3]1[CH:4]=[C:5]2[C:9](=[CH:10][CH:11]=1)[C@H:8]([CH2:12][C:13]([O:15][CH2:16][CH3:17])=[O:14])[CH2:7][CH2:6]2.[Al+3].[Cl-].[Cl-].[Cl-].CCS. The catalyst is C(Cl)Cl. The product is [OH:2][C:3]1[CH:4]=[C:5]2[C:9](=[CH:10][CH:11]=1)[C@H:8]([CH2:12][C:13]([O:15][CH2:16][CH3:17])=[O:14])[CH2:7][CH2:6]2. The yield is 0.960. (3) The reactants are Cl[C:2]1[CH:7]=[CH:6][N:5]=[C:4]2[CH:8]=[C:9]([C:11]([N:13]3[CH2:17][CH2:16][CH2:15][CH2:14]3)=[O:12])[S:10][C:3]=12.FC1C=C([N+]([O-])=O)C=CC=1OC1C=CN=C2C=C(C(N(C)C)=O)SC=12.[Cl:43][C:44]1[CH:49]=[C:48]([N+:50]([O-:52])=[O:51])[CH:47]=[C:46]([Cl:53])[C:45]=1[OH:54]. No catalyst specified. The product is [Cl:43][C:44]1[CH:49]=[C:48]([N+:50]([O-:52])=[O:51])[CH:47]=[C:46]([Cl:53])[C:45]=1[O:54][C:2]1[CH:7]=[CH:6][N:5]=[C:4]2[CH:8]=[C:9]([C:11]([N:13]3[CH2:17][CH2:16][CH2:15][CH2:14]3)=[O:12])[S:10][C:3]=12. The yield is 0.690. (4) The reactants are [CH:1]([CH:3]1[CH2:8][CH2:7][N:6]([CH2:9][C:10]2[CH:22]=[CH:21][C:13]([C:14]([O:16][C:17]([CH3:20])([CH3:19])[CH3:18])=[O:15])=[CH:12][CH:11]=2)[CH2:5][CH2:4]1)=O.[C:23]1([C@@H:29]2[CH2:31][C@H:30]2[NH2:32])[CH:28]=[CH:27][CH:26]=[CH:25][CH:24]=1.[B-]C#N.[Na+].O. The catalyst is CO. The product is [C:23]1([C@@H:29]2[CH2:31][C@H:30]2[NH:32][CH2:1][CH:3]2[CH2:8][CH2:7][N:6]([CH2:9][C:10]3[CH:22]=[CH:21][C:13]([C:14]([O:16][C:17]([CH3:20])([CH3:19])[CH3:18])=[O:15])=[CH:12][CH:11]=3)[CH2:5][CH2:4]2)[CH:28]=[CH:27][CH:26]=[CH:25][CH:24]=1. The yield is 0.618. (5) The reactants are C(Cl)Cl.C(Cl)(=O)C(Cl)=O.[CH2:10]([C:14]1[CH:19]=[CH:18][C:17]([C:20]2[O:24][N:23]=[C:22]([C:25]3[CH:30]=[CH:29][C:28]([CH2:31][OH:32])=[CH:27][CH:26]=3)[N:21]=2)=[CH:16][CH:15]=1)[CH:11]([CH3:13])[CH3:12].C(N(C(C)C)CC)(C)C. The catalyst is CS(C)=O. The product is [CH2:10]([C:14]1[CH:15]=[CH:16][C:17]([C:20]2[O:24][N:23]=[C:22]([C:25]3[CH:26]=[CH:27][C:28]([CH:31]=[O:32])=[CH:29][CH:30]=3)[N:21]=2)=[CH:18][CH:19]=1)[CH:11]([CH3:13])[CH3:12]. The yield is 0.320.